This data is from NCI-60 drug combinations with 297,098 pairs across 59 cell lines. The task is: Regression. Given two drug SMILES strings and cell line genomic features, predict the synergy score measuring deviation from expected non-interaction effect. (1) Drug 1: C1=CC(=CC=C1CCCC(=O)O)N(CCCl)CCCl. Drug 2: CCN(CC)CCCC(C)NC1=C2C=C(C=CC2=NC3=C1C=CC(=C3)Cl)OC. Cell line: TK-10. Synergy scores: CSS=27.0, Synergy_ZIP=-4.79, Synergy_Bliss=-3.36, Synergy_Loewe=-0.334, Synergy_HSA=-0.311. (2) Drug 1: COC1=C(C=C2C(=C1)N=CN=C2NC3=CC(=C(C=C3)F)Cl)OCCCN4CCOCC4. Drug 2: CC1OCC2C(O1)C(C(C(O2)OC3C4COC(=O)C4C(C5=CC6=C(C=C35)OCO6)C7=CC(=C(C(=C7)OC)O)OC)O)O. Cell line: NCI-H322M. Synergy scores: CSS=46.4, Synergy_ZIP=1.08, Synergy_Bliss=0.490, Synergy_Loewe=-8.64, Synergy_HSA=2.44. (3) Drug 1: C1=NNC2=C1C(=O)NC=N2. Drug 2: CC1=C(C(=O)C2=C(C1=O)N3CC4C(C3(C2COC(=O)N)OC)N4)N. Cell line: SNB-75. Synergy scores: CSS=21.4, Synergy_ZIP=-8.97, Synergy_Bliss=-1.28, Synergy_Loewe=-0.403, Synergy_HSA=-0.118. (4) Drug 1: CC1=C(C=C(C=C1)NC(=O)C2=CC=C(C=C2)CN3CCN(CC3)C)NC4=NC=CC(=N4)C5=CN=CC=C5. Drug 2: C1C(C(OC1N2C=NC(=NC2=O)N)CO)O. Cell line: EKVX. Synergy scores: CSS=3.24, Synergy_ZIP=2.05, Synergy_Bliss=3.24, Synergy_Loewe=1.24, Synergy_HSA=1.76. (5) Drug 1: CCCS(=O)(=O)NC1=C(C(=C(C=C1)F)C(=O)C2=CNC3=C2C=C(C=N3)C4=CC=C(C=C4)Cl)F. Drug 2: CC12CCC3C(C1CCC2=O)CC(=C)C4=CC(=O)C=CC34C. Cell line: DU-145. Synergy scores: CSS=47.8, Synergy_ZIP=7.38, Synergy_Bliss=0.736, Synergy_Loewe=-0.997, Synergy_HSA=-1.55. (6) Drug 1: CC1=C2C(C(=O)C3(C(CC4C(C3C(C(C2(C)C)(CC1OC(=O)C(C(C5=CC=CC=C5)NC(=O)OC(C)(C)C)O)O)OC(=O)C6=CC=CC=C6)(CO4)OC(=O)C)OC)C)OC. Drug 2: C1=NNC2=C1C(=O)NC=N2. Cell line: SNB-19. Synergy scores: CSS=47.1, Synergy_ZIP=3.72, Synergy_Bliss=5.24, Synergy_Loewe=-2.23, Synergy_HSA=6.46. (7) Drug 1: CC1=C(C(CCC1)(C)C)C=CC(=CC=CC(=CC(=O)O)C)C. Drug 2: C1CCC(C(C1)N)N.C(=O)(C(=O)[O-])[O-].[Pt+4]. Cell line: HCT-15. Synergy scores: CSS=44.2, Synergy_ZIP=1.92, Synergy_Bliss=1.97, Synergy_Loewe=-10.5, Synergy_HSA=2.89.